This data is from Catalyst prediction with 721,799 reactions and 888 catalyst types from USPTO. The task is: Predict which catalyst facilitates the given reaction. Reactant: [CH3:1][O:2][C:3]1[CH:8]=[CH:7][C:6]([N:9]2[C:19]3[C:14](=[CH:15][C:16]([O:20][CH3:21])=[CH:17][CH:18]=3)[C:12](=O)[C:10]2=[O:11])=[CH:5][CH:4]=1.[OH-:22].[K+].Cl. Product: [CH3:1][O:2][C:3]1[CH:8]=[CH:7][C:6]2[C:5](=[C:12]([C:10]([OH:22])=[O:11])[C:14]3[C:19]([N:9]=2)=[CH:18][CH:17]=[C:16]([O:20][CH3:21])[CH:15]=3)[CH:4]=1. The catalyst class is: 6.